From a dataset of Forward reaction prediction with 1.9M reactions from USPTO patents (1976-2016). Predict the product of the given reaction. (1) Given the reactants C(OC([NH:8][C@@H:9]([CH2:21][CH3:22])[CH:10]([C:12]1[O:13][C:14]2[CH:20]=[CH:19][CH:18]=[CH:17][C:15]=2[N:16]=1)[OH:11])=O)(C)(C)C.C[Si](C)(C)[Cl:25].CC(C)=O, predict the reaction product. The product is: [ClH:25].[NH2:8][C@@H:9]([CH2:21][CH3:22])[CH:10]([C:12]1[O:13][C:14]2[CH:20]=[CH:19][CH:18]=[CH:17][C:15]=2[N:16]=1)[OH:11]. (2) Given the reactants [CH3:1][N:2]1[CH2:6][CH2:5][CH:4]([NH:7]C(OC(C)(C)C)=O)[CH2:3]1.[ClH:15].O1CCOCC1, predict the reaction product. The product is: [ClH:15].[ClH:15].[CH3:1][N:2]1[CH2:6][CH2:5][CH:4]([NH2:7])[CH2:3]1.